This data is from Peptide-MHC class II binding affinity with 134,281 pairs from IEDB. The task is: Regression. Given a peptide amino acid sequence and an MHC pseudo amino acid sequence, predict their binding affinity value. This is MHC class II binding data. (1) The peptide sequence is EEDIEIIPIQEEEY. The MHC is H-2-IAd with pseudo-sequence H-2-IAd. The binding affinity (normalized) is 0.0978. (2) The peptide sequence is DTAGWDTRITEADLD. The MHC is HLA-DQA10601-DQB10402 with pseudo-sequence HLA-DQA10601-DQB10402. The binding affinity (normalized) is 0.439.